From a dataset of Catalyst prediction with 721,799 reactions and 888 catalyst types from USPTO. Predict which catalyst facilitates the given reaction. (1) Reactant: [Si]([O:18][C:19]1[CH:53]=[CH:52][C:22]([O:23][CH2:24][C@@H:25]([OH:51])[CH2:26][NH:27][CH2:28][CH2:29][C:30]2[CH:50]=[CH:49][C:33]([NH:34][CH:35]3[CH2:40][CH2:39][N:38]([C:41]([C:43]4[S:44][CH:45]=[CH:46][C:47]=4[CH3:48])=[O:42])[CH2:37][CH2:36]3)=[CH:32][CH:31]=2)=[CH:21][CH:20]=1)(C(C)(C)C)(C1C=CC=CC=1)C1C=CC=CC=1. Product: [OH:51][C@H:25]([CH2:24][O:23][C:22]1[CH:21]=[CH:20][C:19]([OH:18])=[CH:53][CH:52]=1)[CH2:26][NH:27][CH2:28][CH2:29][C:30]1[CH:50]=[CH:49][C:33]([NH:34][CH:35]2[CH2:36][CH2:37][N:38]([C:41]([C:43]3[S:44][CH:45]=[CH:46][C:47]=3[CH3:48])=[O:42])[CH2:39][CH2:40]2)=[CH:32][CH:31]=1. The catalyst class is: 147. (2) Reactant: CS[C:3]([N:10]1[CH2:14][CH:13]([CH2:15][CH3:16])[CH:12]=[N:11]1)=[N:4][CH2:5][C:6]([F:9])([F:8])[F:7].[Cl:17][C:18]1[CH:19]=[C:20]([S:24]([NH2:27])(=[O:26])=[O:25])[CH:21]=[CH:22][CH:23]=1. Product: [Cl:17][C:18]1[CH:19]=[C:20]([S:24]([N:27]=[C:3]([N:10]2[CH2:14][CH:13]([CH2:15][CH3:16])[CH:12]=[N:11]2)[NH:4][CH2:5][C:6]([F:7])([F:8])[F:9])(=[O:25])=[O:26])[CH:21]=[CH:22][CH:23]=1. The catalyst class is: 10. (3) Reactant: [C:1]([C:3]1[CH:4]=[C:5]([NH:15][C:16](=[O:20])[N:17]([CH3:19])[CH3:18])[CH:6]=[CH:7][C:8]=1[S:9]([CH:12]([CH3:14])[CH3:13])(=[O:11])=[O:10])#[N:2]. Product: [NH2:2][CH2:1][C:3]1[CH:4]=[C:5]([NH:15][C:16](=[O:20])[N:17]([CH3:18])[CH3:19])[CH:6]=[CH:7][C:8]=1[S:9]([CH:12]([CH3:14])[CH3:13])(=[O:11])=[O:10]. The catalyst class is: 446. (4) Reactant: F[C:2]1[CH:17]=[C:16]([C:18]([F:21])([F:20])[F:19])[CH:15]=[CH:14][C:3]=1[C:4]([NH:6][C:7]1[CH:12]=[CH:11][NH:10][C:9](=[O:13])[CH:8]=1)=[O:5].C(=O)([O-])[O-].[K+].[K+].[F:28][C:29]1[CH:34]=[CH:33][C:32]([OH:35])=[C:31]([CH2:36][OH:37])[CH:30]=1. Product: [F:28][C:29]1[CH:34]=[CH:33][C:32]([O:35][C:2]2[CH:17]=[C:16]([C:18]([F:21])([F:20])[F:19])[CH:15]=[CH:14][C:3]=2[C:4]([NH:6][C:7]2[CH:12]=[CH:11][NH:10][C:9](=[O:13])[CH:8]=2)=[O:5])=[C:31]([CH2:36][OH:37])[CH:30]=1. The catalyst class is: 60. (5) Reactant: ClC(Cl)(O[C:5](=[O:11])OC(Cl)(Cl)Cl)Cl.[CH:13]([N:16]1[C:20]2[N:21]=[C:22]([C:31]3[CH:36]=[CH:35][C:34]([NH2:37])=[CH:33][CH:32]=3)[N:23]=[C:24]([N:25]3[CH2:30][CH2:29][O:28][CH2:27][CH2:26]3)[C:19]=2[N:18]=[N:17]1)([CH3:15])[CH3:14].[NH2:38][C:39]1C=[CH:45][C:42](CO)=[CH:41][CH:40]=1.CC[N:49](CC)CC. Product: [CH:13]([N:16]1[C:20]2[N:21]=[C:22]([C:31]3[CH:32]=[CH:33][C:34]([NH:37][C:5]([NH:49][C:42]4[CH:45]=[N:38][CH:39]=[CH:40][CH:41]=4)=[O:11])=[CH:35][CH:36]=3)[N:23]=[C:24]([N:25]3[CH2:30][CH2:29][O:28][CH2:27][CH2:26]3)[C:19]=2[N:18]=[N:17]1)([CH3:15])[CH3:14]. The catalyst class is: 2. (6) Reactant: Cl[C:2](Cl)([O:4]C(=O)OC(Cl)(Cl)Cl)Cl.[F:13][C:14]([F:22])([F:21])[CH:15]([OH:20])[C:16]([F:19])([F:18])[F:17].C(N(C(C)C)C(C)C)C.[Cl:32][C:33]1[CH:38]=[C:37]([N:39]2[CH2:43][CH2:42][CH2:41][CH2:40]2)[CH:36]=[CH:35][C:34]=1[CH2:44][N:45]1[CH2:50][CH2:49][NH:48][CH2:47][CH2:46]1. Product: [Cl:32][C:33]1[CH:38]=[C:37]([N:39]2[CH2:43][CH2:42][CH2:41][CH2:40]2)[CH:36]=[CH:35][C:34]=1[CH2:44][N:45]1[CH2:46][CH2:47][N:48]([C:2]([O:20][CH:15]([C:16]([F:19])([F:18])[F:17])[C:14]([F:22])([F:21])[F:13])=[O:4])[CH2:49][CH2:50]1. The catalyst class is: 229. (7) Reactant: [F:1][C:2]1[C:3]([C:9]2[N:10]([CH3:18])[C:11]([C:14]([F:17])([F:16])[F:15])=[N:12][CH:13]=2)=[N:4][C:5]([NH2:8])=[N:6][CH:7]=1.[N:19]1([C:23]([C:25]2[C:30]([Cl:31])=[CH:29][C:28](Cl)=[CH:27][N:26]=2)=[O:24])[CH2:22][CH2:21][CH2:20]1.C([O-])([O-])=O.[Cs+].[Cs+].CC(C1C=C(C(C)C)C(C2C=CC=CC=2P(C2CCCCC2)C2CCCCC2)=C(C(C)C)C=1)C. Product: [ClH:31].[N:19]1([C:23]([C:25]2[C:30]([Cl:31])=[CH:29][C:28]([NH:8][C:5]3[N:4]=[C:3]([C:9]4[N:10]([CH3:18])[C:11]([C:14]([F:17])([F:15])[F:16])=[N:12][CH:13]=4)[C:2]([F:1])=[CH:7][N:6]=3)=[CH:27][N:26]=2)=[O:24])[CH2:22][CH2:21][CH2:20]1. The catalyst class is: 110.